Predict the reactants needed to synthesize the given product. From a dataset of Full USPTO retrosynthesis dataset with 1.9M reactions from patents (1976-2016). (1) Given the product [C:13]1([C:19]2([C:21]3[N:26]=[C:25]4[S:27][C:28]([C:30]([OH:32])=[O:31])=[N:29][C:24]4=[CH:23][CH:22]=3)[CH2:1][CH2:20]2)[CH:18]=[CH:17][CH:16]=[CH:15][CH:14]=1, predict the reactants needed to synthesize it. The reactants are: [CH3:1]C([O-])(C)C.[K+].[I-].C[S+](C)(C)=O.[C:13]1([C:19]([C:21]2[N:26]=[C:25]3[S:27][C:28]([C:30]([O-:32])=[O:31])=[N:29][C:24]3=[CH:23][CH:22]=2)=[CH2:20])[CH:18]=[CH:17][CH:16]=[CH:15][CH:14]=1.[Na+]. (2) Given the product [F:12][C:13]1[CH:14]=[C:15]([NH:16][C:2]2[CH:7]=[CH:6][CH:5]=[CH:4][C:3]=2[CH2:8][C:9]([OH:11])=[O:10])[CH:17]=[CH:18][C:19]=1[O:20][CH3:21], predict the reactants needed to synthesize it. The reactants are: Br[C:2]1[CH:7]=[CH:6][CH:5]=[CH:4][C:3]=1[CH2:8][C:9]([OH:11])=[O:10].[F:12][C:13]1[CH:14]=[C:15]([CH:17]=[CH:18][C:19]=1[O:20][CH3:21])[NH2:16]. (3) Given the product [Br:1][C:2]1[CH:7]=[CH:6][C:5]([CH:8]2[CH2:9][O:11]2)=[CH:4][C:3]=1[Cl:12], predict the reactants needed to synthesize it. The reactants are: [Br:1][C:2]1[CH:7]=[CH:6][C:5]([C:8](=[O:11])[CH2:9]Cl)=[CH:4][C:3]=1[Cl:12].[BH4-].[Na+].C[O-].[Na+].CC(OC)(C)C. (4) Given the product [CH:1]([N:4]1[CH2:5][CH2:6][CH:7]([O:10][C:11]2[CH:16]=[CH:15][C:14]([C:17]3([C:23]([N:28]([CH2:29][CH3:30])[CH2:26][CH3:27])=[O:24])[CH2:18][CH2:19][O:20][CH2:21][CH2:22]3)=[CH:13][CH:12]=2)[CH2:8][CH2:9]1)([CH3:2])[CH3:3], predict the reactants needed to synthesize it. The reactants are: [CH:1]([N:4]1[CH2:9][CH2:8][CH:7]([O:10][C:11]2[CH:16]=[CH:15][C:14]([C:17]3([C:23](O)=[O:24])[CH2:22][CH2:21][O:20][CH2:19][CH2:18]3)=[CH:13][CH:12]=2)[CH2:6][CH2:5]1)([CH3:3])[CH3:2].[CH2:26]([NH:28][CH2:29][CH3:30])[CH3:27].F[P-](F)(F)(F)(F)F.N1(OC(N(C)C)=[N+](C)C)C2C=CC=CC=2N=N1.N1C=CC=CC=1.